Dataset: Full USPTO retrosynthesis dataset with 1.9M reactions from patents (1976-2016). Task: Predict the reactants needed to synthesize the given product. (1) Given the product [F:1][C:2]1[CH:3]=[C:4]([CH2:26][CH2:27][NH:28][CH2:31][C:30]([OH:34])=[O:33])[CH:5]=[CH:6][C:7]=1[C:8]1[S:9][C:10]2[C:15]([N:16]=1)=[CH:14][CH:13]=[C:12]([C:17]1([C:20]3[CH:21]=[CH:22][CH:23]=[CH:24][CH:25]=3)[CH2:18][CH2:19]1)[N:11]=2, predict the reactants needed to synthesize it. The reactants are: [F:1][C:2]1[CH:3]=[C:4]([CH2:26][CH2:27][NH2:28])[CH:5]=[CH:6][C:7]=1[C:8]1[S:9][C:10]2[C:15]([N:16]=1)=[CH:14][CH:13]=[C:12]([C:17]1([C:20]3[CH:25]=[CH:24][CH:23]=[CH:22][CH:21]=3)[CH2:19][CH2:18]1)[N:11]=2.O.[C:30]([OH:34])(=[O:33])[CH:31]=O.Cl. (2) Given the product [F:24][C@@H:2]1[CH2:6][N:5]([C:7]([O:9][C:10]([CH3:13])([CH3:12])[CH3:11])=[O:8])[C@H:4]([C:14]([O:16][CH3:17])=[O:15])[CH2:3]1, predict the reactants needed to synthesize it. The reactants are: O[C@H:2]1[CH2:6][N:5]([C:7]([O:9][C:10]([CH3:13])([CH3:12])[CH3:11])=[O:8])[C@H:4]([C:14]([O:16][CH3:17])=[O:15])[CH2:3]1.C(N(S(F)(F)[F:24])CC)C.C([O-])(O)=O.[Na+]. (3) Given the product [C:20]([OH:29])(=[O:28])[C:21]1[C:22](=[CH:24][CH:25]=[CH:26][CH:27]=1)[OH:23].[CH2:14]=[O:19].[CH2:1]([C:13]1[CH:18]=[CH:17][CH:16]=[CH:15][C:14]=1[OH:19])[CH2:2][CH2:3][CH2:4][CH2:5][CH2:6][CH2:7][CH2:8][CH2:9][CH2:10][CH2:11][CH3:12], predict the reactants needed to synthesize it. The reactants are: [CH2:1]([C:13]1[CH:18]=[CH:17][CH:16]=[CH:15][C:14]=1[OH:19])[CH2:2][CH2:3][CH2:4][CH2:5][CH2:6][CH2:7][CH2:8][CH2:9][CH2:10][CH2:11][CH3:12].[C:20]([OH:29])(=[O:28])[C:21]1[C:22](=[CH:24][CH:25]=[CH:26][CH:27]=1)[OH:23].C=O.O.N. (4) The reactants are: Br[C:2]1[CH:3]=[C:4]2[C:8](=[CH:9][C:10]=1[Cl:11])[NH:7][N:6]=[C:5]2[C:12]([OH:14])=[O:13].[O:15]1[C:19]2[CH:20]=[CH:21][C:22](B(O)O)=[CH:23][C:18]=2[CH2:17][CH2:16]1.C(=O)([O-])[O-].[K+].[K+]. Given the product [Cl:11][C:10]1[CH:9]=[C:8]2[C:4]([C:5]([C:12]([OH:14])=[O:13])=[N:6][NH:7]2)=[CH:3][C:2]=1[C:22]1[CH:21]=[CH:20][C:19]2[O:15][CH2:16][CH2:17][C:18]=2[CH:23]=1, predict the reactants needed to synthesize it.